From a dataset of Catalyst prediction with 721,799 reactions and 888 catalyst types from USPTO. Predict which catalyst facilitates the given reaction. (1) The catalyst class is: 7. Product: [N:12]1[CH:17]=[CH:16][CH:15]=[CH:14][C:13]=1[O:18][C:19]1[CH:26]=[CH:25][C:22]([OH:5])=[CH:21][CH:20]=1. Reactant: B(O)(O)O.[OH:5]O.S(=O)(=O)(O)O.[N:12]1[CH:17]=[CH:16][CH:15]=[CH:14][C:13]=1[O:18][C:19]1[CH:26]=[CH:25][C:22](C=O)=[CH:21][CH:20]=1. (2) Product: [NH2:35][C@@H:36]1[C@@H:41]([CH:42]2[CH2:44][CH2:43]2)[CH2:40][CH2:39][N:38]([C:3]2[C:2]([Br:1])=[CH:7][N:6]=[C:5]3[NH:8][CH:9]=[C:10]([NH:11][C:12]([C:14]4[CH:15]=[N:16][N:17]([CH2:19][C:20]5[CH:25]=[CH:24][CH:23]=[CH:22][CH:21]=5)[CH:18]=4)=[O:13])[C:4]=23)[CH2:37]1. The catalyst class is: 812. Reactant: [Br:1][C:2]1[C:3](F)=[C:4]2[C:10]([NH:11][C:12]([C:14]3[CH:15]=[N:16][N:17]([CH2:19][C:20]4[CH:25]=[CH:24][CH:23]=[CH:22][CH:21]=4)[CH:18]=3)=[O:13])=[CH:9][NH:8][C:5]2=[N:6][CH:7]=1.C(OP([NH:35][C@@H:36]1[C@@H:41]([CH:42]2[CH2:44][CH2:43]2)[CH2:40][CH2:39][NH:38][CH2:37]1)(=O)OCC)C.C(O)CCC. (3) Reactant: CS(O[CH2:6][CH2:7][C@@H:8]1[CH2:13][N:12]([C:14]([O:16][CH2:17][C:18]2[CH:23]=[CH:22][CH:21]=[CH:20][CH:19]=2)=[O:15])[CH2:11][CH2:10][N:9]1[C:24]([O:26][C:27]([CH3:30])([CH3:29])[CH3:28])=[O:25])(=O)=O.[N-:31]=[N+:32]=[N-:33].[Na+].CN(C=O)C. Product: [N:31]([CH2:6][CH2:7][C@@H:8]1[CH2:13][N:12]([C:14]([O:16][CH2:17][C:18]2[CH:19]=[CH:20][CH:21]=[CH:22][CH:23]=2)=[O:15])[CH2:11][CH2:10][N:9]1[C:24]([O:26][C:27]([CH3:28])([CH3:29])[CH3:30])=[O:25])=[N+:32]=[N-:33]. The catalyst class is: 6.